Dataset: Full USPTO retrosynthesis dataset with 1.9M reactions from patents (1976-2016). Task: Predict the reactants needed to synthesize the given product. (1) Given the product [Br:9][C:4]1[C:3]2[O:10][CH2:11][CH2:12][C:2]=2[CH:7]=[C:6]([F:8])[CH:5]=1, predict the reactants needed to synthesize it. The reactants are: Br[C:2]1[CH:7]=[C:6]([F:8])[CH:5]=[C:4]([Br:9])[C:3]=1[O:10][CH2:11][CH2:12]Cl.C([Li])CCC.CCCCCC. (2) Given the product [CH3:46][O:45][C:43](=[O:44])[CH:42]=[CH:21][C:20]([N:11]1[C:19]2[C:14](=[N:15][CH:16]=[CH:17][CH:18]=2)[N:13]=[CH:12]1)([CH3:24])[CH3:23], predict the reactants needed to synthesize it. The reactants are: C(Cl)(=O)C(Cl)=O.CS(C)=O.[N:11]1([C:20]([CH3:24])([CH3:23])[CH2:21]O)[C:19]2[C:14](=[N:15][CH:16]=[CH:17][CH:18]=2)[N:13]=[CH:12]1.C(N(CC)CC)C.[H-].[Na+].C(OP([CH2:42][C:43]([O:45][CH3:46])=[O:44])(OCC)=O)C. (3) Given the product [F:1][C:2]1[CH:16]=[CH:15][C:5]([CH:6]([NH2:17])[C:8]2[CH:13]=[CH:12][C:11]([F:14])=[CH:10][CH:9]=2)=[CH:4][CH:3]=1, predict the reactants needed to synthesize it. The reactants are: [F:1][C:2]1[CH:16]=[CH:15][C:5]([C:6]([C:8]2[CH:13]=[CH:12][C:11]([F:14])=[CH:10][CH:9]=2)=O)=[CH:4][CH:3]=1.[NH2:17]O.[H-].[H-].[H-].[H-].[Li+].[Al+3].